Regression. Given two drug SMILES strings and cell line genomic features, predict the synergy score measuring deviation from expected non-interaction effect. From a dataset of NCI-60 drug combinations with 297,098 pairs across 59 cell lines. Drug 2: CN1C2=C(C=C(C=C2)N(CCCl)CCCl)N=C1CCCC(=O)O.Cl. Drug 1: CC1OCC2C(O1)C(C(C(O2)OC3C4COC(=O)C4C(C5=CC6=C(C=C35)OCO6)C7=CC(=C(C(=C7)OC)O)OC)O)O. Cell line: NCI-H226. Synergy scores: CSS=16.0, Synergy_ZIP=-0.878, Synergy_Bliss=0.729, Synergy_Loewe=-3.62, Synergy_HSA=1.83.